From a dataset of Peptide-MHC class I binding affinity with 185,985 pairs from IEDB/IMGT. Regression. Given a peptide amino acid sequence and an MHC pseudo amino acid sequence, predict their binding affinity value. This is MHC class I binding data. (1) The peptide sequence is VAEHRFENMK. The MHC is HLA-A68:01 with pseudo-sequence HLA-A68:01. The binding affinity (normalized) is 0.200. (2) The peptide sequence is DVHPGEPVVK. The MHC is HLA-A68:01 with pseudo-sequence HLA-A68:01. The binding affinity (normalized) is 0.626. (3) The peptide sequence is VPGSETMCY. The MHC is HLA-B07:02 with pseudo-sequence HLA-B07:02. The binding affinity (normalized) is 0. (4) The peptide sequence is MGHPKNAYL. The MHC is HLA-B44:02 with pseudo-sequence HLA-B44:02. The binding affinity (normalized) is 0.0847. (5) The peptide sequence is FLLFLVLIM. The MHC is HLA-A02:03 with pseudo-sequence HLA-A02:03. The binding affinity (normalized) is 0.196. (6) The peptide sequence is ATIWRSLSI. The MHC is HLA-A32:01 with pseudo-sequence HLA-A32:01. The binding affinity (normalized) is 0.941. (7) The peptide sequence is SLFNTIATI. The MHC is HLA-A68:02 with pseudo-sequence HLA-A68:02. The binding affinity (normalized) is 0.0424. (8) The peptide sequence is VVNKNVERPM. The MHC is H-2-Db with pseudo-sequence H-2-Db. The binding affinity (normalized) is 0.359. (9) The peptide sequence is RALIKTLPRASYSSH. The MHC is HLA-A30:02 with pseudo-sequence HLA-A30:02. The binding affinity (normalized) is 0.386. (10) The peptide sequence is MLHHYGIHY. The MHC is HLA-A02:16 with pseudo-sequence HLA-A02:16. The binding affinity (normalized) is 0.0847.